Dataset: NCI-60 drug combinations with 297,098 pairs across 59 cell lines. Task: Regression. Given two drug SMILES strings and cell line genomic features, predict the synergy score measuring deviation from expected non-interaction effect. (1) Drug 1: C1=CC(=CC=C1CCC2=CNC3=C2C(=O)NC(=N3)N)C(=O)NC(CCC(=O)O)C(=O)O. Drug 2: C1CCC(CC1)NC(=O)N(CCCl)N=O. Cell line: PC-3. Synergy scores: CSS=26.0, Synergy_ZIP=-8.17, Synergy_Bliss=-12.9, Synergy_Loewe=-12.1, Synergy_HSA=-10.1. (2) Drug 1: C1CNP(=O)(OC1)N(CCCl)CCCl. Drug 2: C(CN)CNCCSP(=O)(O)O. Cell line: NCI-H522. Synergy scores: CSS=-0.503, Synergy_ZIP=3.16, Synergy_Bliss=4.53, Synergy_Loewe=-3.70, Synergy_HSA=-1.87. (3) Synergy scores: CSS=44.3, Synergy_ZIP=-2.90, Synergy_Bliss=-1.14, Synergy_Loewe=-2.94, Synergy_HSA=2.17. Drug 2: C1CN(CCN1C(=O)CCBr)C(=O)CCBr. Cell line: HOP-62. Drug 1: CC1=C2C(C(=O)C3(C(CC4C(C3C(C(C2(C)C)(CC1OC(=O)C(C(C5=CC=CC=C5)NC(=O)OC(C)(C)C)O)O)OC(=O)C6=CC=CC=C6)(CO4)OC(=O)C)OC)C)OC. (4) Drug 1: C1=CC=C(C=C1)NC(=O)CCCCCCC(=O)NO. Drug 2: CC1=C(C(=CC=C1)Cl)NC(=O)C2=CN=C(S2)NC3=CC(=NC(=N3)C)N4CCN(CC4)CCO. Cell line: OVCAR3. Synergy scores: CSS=52.3, Synergy_ZIP=-0.393, Synergy_Bliss=0.509, Synergy_Loewe=0.0875, Synergy_HSA=3.81. (5) Drug 1: CC1C(C(CC(O1)OC2CC(OC(C2O)C)OC3=CC4=CC5=C(C(=O)C(C(C5)C(C(=O)C(C(C)O)O)OC)OC6CC(C(C(O6)C)O)OC7CC(C(C(O7)C)O)OC8CC(C(C(O8)C)O)(C)O)C(=C4C(=C3C)O)O)O)O. Drug 2: CC(C)(C#N)C1=CC(=CC(=C1)CN2C=NC=N2)C(C)(C)C#N. Cell line: HOP-62. Synergy scores: CSS=-5.91, Synergy_ZIP=9.73, Synergy_Bliss=9.01, Synergy_Loewe=-5.00, Synergy_HSA=-2.99. (6) Drug 1: CCC1(CC2CC(C3=C(CCN(C2)C1)C4=CC=CC=C4N3)(C5=C(C=C6C(=C5)C78CCN9C7C(C=CC9)(C(C(C8N6C=O)(C(=O)OC)O)OC(=O)C)CC)OC)C(=O)OC)O.OS(=O)(=O)O. Drug 2: C(CCl)NC(=O)N(CCCl)N=O. Cell line: 786-0. Synergy scores: CSS=7.97, Synergy_ZIP=-6.22, Synergy_Bliss=-4.06, Synergy_Loewe=-28.1, Synergy_HSA=-1.68. (7) Cell line: T-47D. Drug 2: CC1=C2C(C(=O)C3(C(CC4C(C3C(C(C2(C)C)(CC1OC(=O)C(C(C5=CC=CC=C5)NC(=O)C6=CC=CC=C6)O)O)OC(=O)C7=CC=CC=C7)(CO4)OC(=O)C)O)C)OC(=O)C. Synergy scores: CSS=30.6, Synergy_ZIP=-8.25, Synergy_Bliss=2.11, Synergy_Loewe=-6.98, Synergy_HSA=1.92. Drug 1: CC12CCC3C(C1CCC2=O)CC(=C)C4=CC(=O)C=CC34C. (8) Drug 1: CC1C(C(=O)NC(C(=O)N2CCCC2C(=O)N(CC(=O)N(C(C(=O)O1)C(C)C)C)C)C(C)C)NC(=O)C3=C4C(=C(C=C3)C)OC5=C(C(=O)C(=C(C5=N4)C(=O)NC6C(OC(=O)C(N(C(=O)CN(C(=O)C7CCCN7C(=O)C(NC6=O)C(C)C)C)C)C(C)C)C)N)C. Drug 2: C1CN1P(=S)(N2CC2)N3CC3. Cell line: SN12C. Synergy scores: CSS=29.5, Synergy_ZIP=-10.1, Synergy_Bliss=-4.54, Synergy_Loewe=-3.35, Synergy_HSA=-2.77. (9) Drug 1: C1C(C(OC1N2C=C(C(=O)NC2=O)F)CO)O. Drug 2: CC12CCC3C(C1CCC2O)C(CC4=C3C=CC(=C4)O)CCCCCCCCCS(=O)CCCC(C(F)(F)F)(F)F. Cell line: SNB-19. Synergy scores: CSS=14.7, Synergy_ZIP=-7.48, Synergy_Bliss=-2.76, Synergy_Loewe=-30.3, Synergy_HSA=-4.61. (10) Drug 1: CC(C1=C(C=CC(=C1Cl)F)Cl)OC2=C(N=CC(=C2)C3=CN(N=C3)C4CCNCC4)N. Drug 2: C1CN(P(=O)(OC1)NCCCl)CCCl. Cell line: OVCAR-8. Synergy scores: CSS=0.256, Synergy_ZIP=-0.620, Synergy_Bliss=0.941, Synergy_Loewe=-1.89, Synergy_HSA=-0.0283.